From a dataset of Reaction yield outcomes from USPTO patents with 853,638 reactions. Predict the reaction yield, written as a fraction of the theoretical maximum amount of product (1.0 means a 100% yield; for example, 0.34 means a 34% yield). (1) The reactants are [C:1]([O:5][C:6](=[O:25])[CH2:7][CH:8]([N+:22]([O-])=O)[CH:9]([OH:21])[CH2:10][O:11][CH2:12][C:13]1[C:18]([Cl:19])=[CH:17][CH:16]=[CH:15][C:14]=1[Cl:20])([CH3:4])([CH3:3])[CH3:2]. The catalyst is [Ni].CO. The product is [NH2:22][CH:8]([CH:9]([OH:21])[CH2:10][O:11][CH2:12][C:13]1[C:14]([Cl:20])=[CH:15][CH:16]=[CH:17][C:18]=1[Cl:19])[CH2:7][C:6]([O:5][C:1]([CH3:3])([CH3:2])[CH3:4])=[O:25]. The yield is 1.00. (2) The reactants are Cl.[NH2:2][C:3]([NH2:5])=[NH:4].CC[O-].[Na+].[CH2:10]([CH:13]([C:19](OCC)=[O:20])[C:14](OCC)=[O:15])[CH:11]=[CH2:12]. The catalyst is CCO. The product is [CH2:10]([C:13]1[C:19]([OH:20])=[N:4][C:3]([NH2:5])=[N:2][C:14]=1[OH:15])[CH:11]=[CH2:12]. The yield is 0.620. (3) The reactants are C([Si](C)(C)[O:6][CH2:7][CH2:8][CH2:9][O:10][NH:11][C:12](=[O:29])[C:13]1[CH:18]=[CH:17][C:16]([F:19])=[CH:15][C:14]=1[NH:20][C:21]1[CH:26]=[CH:25][C:24]([I:27])=[CH:23][C:22]=1[CH3:28])(C)(C)C.OS(O)(=O)=O.C([O-])(O)=O.[Na+].O. The catalyst is CO. The product is [F:19][C:16]1[CH:17]=[CH:18][C:13]([C:12]([NH:11][O:10][CH2:9][CH2:8][CH2:7][OH:6])=[O:29])=[C:14]([NH:20][C:21]2[CH:26]=[CH:25][C:24]([I:27])=[CH:23][C:22]=2[CH3:28])[CH:15]=1. The yield is 0.740.